Dataset: NCI-60 drug combinations with 297,098 pairs across 59 cell lines. Task: Regression. Given two drug SMILES strings and cell line genomic features, predict the synergy score measuring deviation from expected non-interaction effect. (1) Drug 1: CC(C1=C(C=CC(=C1Cl)F)Cl)OC2=C(N=CC(=C2)C3=CN(N=C3)C4CCNCC4)N. Drug 2: CCCCC(=O)OCC(=O)C1(CC(C2=C(C1)C(=C3C(=C2O)C(=O)C4=C(C3=O)C=CC=C4OC)O)OC5CC(C(C(O5)C)O)NC(=O)C(F)(F)F)O. Cell line: HCT116. Synergy scores: CSS=19.6, Synergy_ZIP=2.09, Synergy_Bliss=2.90, Synergy_Loewe=2.70, Synergy_HSA=2.74. (2) Drug 1: CS(=O)(=O)CCNCC1=CC=C(O1)C2=CC3=C(C=C2)N=CN=C3NC4=CC(=C(C=C4)OCC5=CC(=CC=C5)F)Cl. Drug 2: CCN(CC)CCNC(=O)C1=C(NC(=C1C)C=C2C3=C(C=CC(=C3)F)NC2=O)C. Cell line: NCI/ADR-RES. Synergy scores: CSS=-7.74, Synergy_ZIP=2.67, Synergy_Bliss=0.485, Synergy_Loewe=-7.58, Synergy_HSA=-6.18. (3) Cell line: CAKI-1. Synergy scores: CSS=8.55, Synergy_ZIP=-3.93, Synergy_Bliss=-0.968, Synergy_Loewe=-1.52, Synergy_HSA=-0.574. Drug 2: C(CCl)NC(=O)N(CCCl)N=O. Drug 1: CN(C)N=NC1=C(NC=N1)C(=O)N.